This data is from CYP1A2 inhibition data for predicting drug metabolism from PubChem BioAssay. The task is: Regression/Classification. Given a drug SMILES string, predict its absorption, distribution, metabolism, or excretion properties. Task type varies by dataset: regression for continuous measurements (e.g., permeability, clearance, half-life) or binary classification for categorical outcomes (e.g., BBB penetration, CYP inhibition). Dataset: cyp1a2_veith. The drug is CN1CCC2(CC1)CCN(C(=O)c1cc(C(F)(F)F)cc(C(F)(F)F)c1)CC2. The result is 0 (non-inhibitor).